From a dataset of Forward reaction prediction with 1.9M reactions from USPTO patents (1976-2016). Predict the product of the given reaction. (1) Given the reactants [NH2:1][C:2]1[CH:3]=[C:4](B(O)O)[CH:5]=[CH:6][CH:7]=1.[CH3:11][C:12]1[CH:16]=[C:15]([NH:17][S:18]([C:21]2[S:22][C:23](Br)=[CH:24][CH:25]=2)(=[O:20])=[O:19])[O:14][N:13]=1, predict the reaction product. The product is: [CH3:11][C:12]1[CH:16]=[C:15]([NH:17][S:18]([C:21]2[S:22][C:23]([C:4]3[CH:5]=[CH:6][CH:7]=[C:2]([NH2:1])[CH:3]=3)=[CH:24][CH:25]=2)(=[O:20])=[O:19])[O:14][N:13]=1. (2) Given the reactants [O:1]1[C:10]2[CH:9]=[C:8]([CH2:11][N:12]([CH:20]3[CH2:25][CH2:24][N:23]([CH2:26][CH2:27][N:28]4[C:33]5[N:34]=[C:35]([O:38][CH3:39])[N:36]=[CH:37][C:32]=5[CH:31]=[CH:30][C:29]4=[O:40])[CH2:22][CH2:21]3)C(=O)OC(C)(C)C)[N:7]=[CH:6][C:5]=2[O:4][CH2:3][CH2:2]1.[OH-].[Na+], predict the reaction product. The product is: [O:1]1[C:10]2[CH:9]=[C:8]([CH2:11][NH:12][CH:20]3[CH2:25][CH2:24][N:23]([CH2:26][CH2:27][N:28]4[C:33]5[N:34]=[C:35]([O:38][CH3:39])[N:36]=[CH:37][C:32]=5[CH:31]=[CH:30][C:29]4=[O:40])[CH2:22][CH2:21]3)[N:7]=[CH:6][C:5]=2[O:4][CH2:3][CH2:2]1. (3) Given the reactants [C:1]([C:3]1[CH:4]=[CH:5][C:6]([C@@H:13]2[C:18]([C:19]#[N:20])=[C:17]([CH3:21])[N:16]([C:22]3[CH:27]=[CH:26][CH:25]=[C:24]([C:28]([F:31])([F:30])[F:29])[CH:23]=3)[C:15](=[O:32])[N:14]2[CH3:33])=[C:7]([S:9](Cl)(=[O:11])=[O:10])[CH:8]=1)#[N:2].S([O-])([O-])=O.[Na+:38].[Na+].C(=O)(O)[O-].[Na+], predict the reaction product. The product is: [C:1]([C:3]1[CH:4]=[CH:5][C:6]([C@@H:13]2[C:18]([C:19]#[N:20])=[C:17]([CH3:21])[N:16]([C:22]3[CH:27]=[CH:26][CH:25]=[C:24]([C:28]([F:30])([F:31])[F:29])[CH:23]=3)[C:15](=[O:32])[N:14]2[CH3:33])=[C:7]([S:9]([O-:11])=[O:10])[CH:8]=1)#[N:2].[Na+:38].